Dataset: Reaction yield outcomes from USPTO patents with 853,638 reactions. Task: Predict the reaction yield, written as a fraction of the theoretical maximum amount of product (1.0 means a 100% yield; for example, 0.34 means a 34% yield). (1) The reactants are [O:1]=[C:2]1[CH2:6][CH2:5][C:4](=[O:7])[N:3]1[CH2:8][C:9]1[C:18]([F:19])=[C:17]2[C:12]([C:13]([C:23]3[CH:28]=[CH:27][C:26]([F:29])=[CH:25][CH:24]=3)=[CH:14][C:15]([C:20](O)=[O:21])=[N:16]2)=[CH:11][CH:10]=1.C[N:31](C(ON1N=NC2C=CC=NC1=2)=[N+](C)C)C.F[P-](F)(F)(F)(F)F.[OH-].[NH4+]. The catalyst is CN(C=O)C. The product is [O:1]=[C:2]1[CH2:6][CH2:5][C:4](=[O:7])[N:3]1[CH2:8][C:9]1[C:18]([F:19])=[C:17]2[C:12]([C:13]([C:23]3[CH:28]=[CH:27][C:26]([F:29])=[CH:25][CH:24]=3)=[CH:14][C:15]([C:20]([NH2:31])=[O:21])=[N:16]2)=[CH:11][CH:10]=1. The yield is 0.630. (2) The reactants are C[C:2]([CH3:5])([O-])[CH3:3].[K+].[S:7]1[CH:11]=[CH:10][CH:9]=[C:8]1[C:12]#[N:13].[C:14]([O:24]C(C)C)(=O)[CH2:15][CH2:16][C:17]([O:19]C(C)C)=O.Cl. The catalyst is C(O)(CC)(C)C.CO.O. The product is [S:7]1[CH:11]=[CH:10][CH:9]=[C:8]1[C:12]1[NH:13][C:17](=[O:19])[C:16]2[C:15]=1[C:14](=[O:24])[NH:13][C:12]=2[C:8]1[S:7][CH:5]=[CH:2][CH:3]=1. The yield is 0.820. (3) The reactants are CN(C)C=O.Cl[CH2:7][CH2:8][O:9][C:10]1[CH:19]=[C:18]2[C:13]([C:14]([O:20][C:21]3[C:22]([CH3:31])=[N:23][C:24]4[C:29]([CH:30]=3)=[CH:28][CH:27]=[CH:26][CH:25]=4)=[CH:15][CH:16]=[N:17]2)=[CH:12][C:11]=1[O:32][CH3:33].C(=O)([O-])[O-].[K+].[K+].[NH:40]1[CH2:45][CH2:44][CH:43]([C:46]([O:48][CH2:49][CH3:50])=[O:47])[CH2:42][CH2:41]1. The catalyst is O. The product is [CH3:33][O:32][C:11]1[CH:12]=[C:13]2[C:18](=[CH:19][C:10]=1[O:9][CH2:8][CH2:7][N:40]1[CH2:45][CH2:44][CH:43]([C:46]([O:48][CH2:49][CH3:50])=[O:47])[CH2:42][CH2:41]1)[N:17]=[CH:16][CH:15]=[C:14]2[O:20][C:21]1[C:22]([CH3:31])=[N:23][C:24]2[C:29]([CH:30]=1)=[CH:28][CH:27]=[CH:26][CH:25]=2. The yield is 0.730. (4) The reactants are Br[C:2]1[CH:3]=[C:4]([CH:7]=[CH:8][C:9]=1[O:10][CH3:11])[CH:5]=[O:6].[CH3:12][C:13]1[C:14](B(O)O)=[CH:15][C:16]2[C:17]([CH3:26])([CH3:25])[CH2:18][CH2:19][C:20]([CH3:24])([CH3:23])[C:21]=2[CH:22]=1.C(=O)([O-])[O-].[K+].[K+]. The catalyst is COCCOC.O.C(OCC)(=O)C.[Pd].C1(P(C2C=CC=CC=2)C2C=CC=CC=2)C=CC=CC=1.C1(P(C2C=CC=CC=2)C2C=CC=CC=2)C=CC=CC=1.C1(P(C2C=CC=CC=2)C2C=CC=CC=2)C=CC=CC=1.C1(P(C2C=CC=CC=2)C2C=CC=CC=2)C=CC=CC=1. The product is [CH3:12][C:13]1[C:14]([C:2]2[CH:3]=[C:4]([CH:7]=[CH:8][C:9]=2[O:10][CH3:11])[CH:5]=[O:6])=[CH:15][C:16]2[C:17]([CH3:26])([CH3:25])[CH2:18][CH2:19][C:20]([CH3:24])([CH3:23])[C:21]=2[CH:22]=1. The yield is 0.900.